From a dataset of Full USPTO retrosynthesis dataset with 1.9M reactions from patents (1976-2016). Predict the reactants needed to synthesize the given product. (1) Given the product [CH3:1][CH:2]([CH3:26])[CH2:3][N:4]1[C:16]2[C:15]3[CH:14]=[CH:13][C:12]([O:17][CH:18]4[CH2:22][CH2:21][O:20][CH2:19]4)=[CH:11][C:10]=3[N+:9]([O-:35])=[CH:8][C:7]=2[N:6]=[C:5]1[CH2:23][CH2:24][CH3:25], predict the reactants needed to synthesize it. The reactants are: [CH3:1][CH:2]([CH3:26])[CH2:3][N:4]1[C:16]2[C:15]3[CH:14]=[CH:13][C:12]([O:17][CH:18]4[CH2:22][CH2:21][O:20][CH2:19]4)=[CH:11][C:10]=3[N:9]=[CH:8][C:7]=2[N:6]=[C:5]1[CH2:23][CH2:24][CH3:25].C1C=C(Cl)C=C(C(OO)=[O:35])C=1. (2) Given the product [CH3:1][O:2][C:3]1[CH:4]=[C:5]([C:11]2[CH:12]=[CH:13][C:14]3[N:15]([C:17]([C:21]4[CH:26]=[CH:25][C:24]([N:28]5[CH2:33][CH2:32][O:31][CH2:30][CH2:29]5)=[CH:23][CH:22]=4)=[C:18]([CH3:20])[N:19]=3)[N:16]=2)[CH:6]=[CH:7][C:8]=1[O:9][CH3:10], predict the reactants needed to synthesize it. The reactants are: [CH3:1][O:2][C:3]1[CH:4]=[C:5]([C:11]2[CH:12]=[CH:13][C:14]3[N:15]([C:17]([C:21]4[CH:26]=[CH:25][C:24](I)=[CH:23][CH:22]=4)=[C:18]([CH3:20])[N:19]=3)[N:16]=2)[CH:6]=[CH:7][C:8]=1[O:9][CH3:10].[NH:28]1[CH2:33][CH2:32][O:31][CH2:30][CH2:29]1.C([O-])([O-])=O.[K+].[K+].N1CCC[C@H]1C(O)=O.